This data is from Full USPTO retrosynthesis dataset with 1.9M reactions from patents (1976-2016). The task is: Predict the reactants needed to synthesize the given product. Given the product [C:32]1([NH:34][C:14]([CH:10]2[O:11][CH2:12][CH2:13][NH:8][CH2:9]2)=[O:16])[CH:33]=[CH:28][CH:29]=[CH:30][CH:31]=1, predict the reactants needed to synthesize it. The reactants are: CC(OC([N:8]1[CH2:13][CH2:12][O:11][CH:10]([C:14]([OH:16])=O)[CH2:9]1)=O)(C)C.CCN=C=NCCCN(C)C.[CH:28]1[CH:29]=[CH:30][C:31]2N(O)N=[N:34][C:32]=2[CH:33]=1.NC1C=CC=CC=1.